This data is from Full USPTO retrosynthesis dataset with 1.9M reactions from patents (1976-2016). The task is: Predict the reactants needed to synthesize the given product. (1) Given the product [NH2:36][C:2]([C:5]1[CH:6]=[C:7]2[C:12](=[CH:13][CH:14]=1)[CH2:11][C@@H:10]([NH:15][C:16](=[O:30])[C:17]1[CH:22]=[CH:21][C:20]([O:23][CH2:24][C@@H:25]3[CH2:29][CH2:28][CH2:27][O:26]3)=[CH:19][CH:18]=1)[CH2:9][CH2:8]2)([CH3:4])[CH3:3], predict the reactants needed to synthesize it. The reactants are: O[C:2]([C:5]1[CH:6]=[C:7]2[C:12](=[CH:13][CH:14]=1)[CH2:11][C@@H:10]([NH:15][C:16](=[O:30])[C:17]1[CH:22]=[CH:21][C:20]([O:23][CH2:24][C@@H:25]3[CH2:29][CH2:28][CH2:27][O:26]3)=[CH:19][CH:18]=1)[CH2:9][CH2:8]2)([CH3:4])[CH3:3].C[Si](C#[N:36])(C)C.S(=O)(=O)(O)O.[OH-].[Na+]. (2) The reactants are: Cl[C:2]1[N:7]=[N:6][CH:5]=[C:4]([NH:8][C:9]2[CH:14]=[CH:13][CH:12]=[CH:11][C:10]=2[S:15]([CH:18]([CH3:20])[CH3:19])(=[O:17])=[O:16])[CH:3]=1.[CH2:21]([N:23]1[CH2:28][CH2:27][P:26]([C:30]2[CH:36]=[CH:35][C:33]([NH2:34])=[C:32]([O:37][CH3:38])[CH:31]=2)(=[O:29])[CH2:25][CH2:24]1)[CH3:22].Cl. Given the product [CH2:21]([N:23]1[CH2:28][CH2:27][P:26]([C:30]2[CH:36]=[CH:35][C:33]([NH:34][C:2]3[N:7]=[N:6][CH:5]=[C:4]([NH:8][C:9]4[CH:14]=[CH:13][CH:12]=[CH:11][C:10]=4[S:15]([CH:18]([CH3:20])[CH3:19])(=[O:17])=[O:16])[CH:3]=3)=[C:32]([O:37][CH3:38])[CH:31]=2)(=[O:29])[CH2:25][CH2:24]1)[CH3:22], predict the reactants needed to synthesize it. (3) The reactants are: [NH2:1][C:2]1[N:7]=[CH:6][CH:5]=[CH:4][N:3]=1.[CH2:8](Br)[C:9]#[CH:10]. Given the product [CH2:10]([NH:1][C:2]1[N:7]=[CH:6][CH:5]=[CH:4][N:3]=1)[C:9]#[CH:8], predict the reactants needed to synthesize it. (4) Given the product [C:28]([N:35]1[CH2:39][C@@H:38]([S:40][C:41]([CH3:44])([CH3:43])[CH3:42])[C@H:37]([N:45]([CH3:1])[S:46]([C:49]2[CH:50]=[CH:51][C:52]([O:55][C:56]3[CH:61]=[CH:60][CH:59]=[CH:58][CH:57]=3)=[CH:53][CH:54]=2)(=[O:47])=[O:48])[CH2:36]1)([O:30][C:31]([CH3:32])([CH3:33])[CH3:34])=[O:29], predict the reactants needed to synthesize it. The reactants are: [C:1](N1C[C@@H](S)[C@H](N(C)S(C2C=CC(OC3C=CC=CC=3)=CC=2)(=O)=O)C1)(=O)N.[C:28]([N:35]1[CH2:39][C@@H:38]([S:40][C:41]([CH3:44])([CH3:43])[CH3:42])[C@H:37]([NH:45][S:46]([C:49]2[CH:54]=[CH:53][C:52]([O:55][C:56]3[CH:61]=[CH:60][CH:59]=[CH:58][CH:57]=3)=[CH:51][CH:50]=2)(=[O:48])=[O:47])[CH2:36]1)([O:30][C:31]([CH3:34])([CH3:33])[CH3:32])=[O:29].C(O[K])(C)(C)C.CI. (5) Given the product [CH3:1][C:2]1[CH:3]=[C:4]([CH:8]=[CH:9][C:10]=1[B:11]1[O:12][C:13]([CH3:18])([CH3:19])[C:14]([CH3:17])([CH3:16])[O:15]1)[C:5]([NH:20][C@H:21]1[CH2:25][CH2:24][NH:23][C:22]1=[O:26])=[O:6], predict the reactants needed to synthesize it. The reactants are: [CH3:1][C:2]1[CH:3]=[C:4]([CH:8]=[CH:9][C:10]=1[B:11]1[O:15][C:14]([CH3:17])([CH3:16])[C:13]([CH3:19])([CH3:18])[O:12]1)[C:5](O)=[O:6].[NH2:20][C@H:21]1[CH2:25][CH2:24][NH:23][C:22]1=[O:26].C(N(C(C)C)CC)(C)C. (6) Given the product [NH:10]1[C:11]2[CH:17]=[CH:16][CH:15]=[CH:14][C:12]=2[N:13]=[C:9]1[CH:6]1[CH2:7][CH2:8][CH:3]([OH:2])[CH2:4][CH2:5]1, predict the reactants needed to synthesize it. The reactants are: C[O:2][CH:3]1[CH2:8][CH2:7][CH:6]([C:9]2[NH:13][C:12]3[CH:14]=[CH:15][CH:16]=[CH:17][C:11]=3[N:10]=2)[CH2:5][CH2:4]1. (7) Given the product [CH2:36]([O:43][CH2:44][N:45]1[C:53]2[C:52]([NH2:54])=[N:51][C:50]([CH2:55][CH2:56][O:57][CH3:58])=[N:49][C:48]=2[C:47]([C:59]#[C:60][CH2:61][CH2:62][CH2:63][N:69]2[CH2:70][CH2:71][C@@H:67]([F:66])[CH2:68]2)=[CH:46]1)[C:37]1[CH:42]=[CH:41][CH:40]=[CH:39][CH:38]=1, predict the reactants needed to synthesize it. The reactants are: C(OCN1C2C(N)=NC(CCCC)=NC=2C(C#CCCCCN2CCCC2)=C1C)C1C=CC=CC=1.[CH2:36]([O:43][CH2:44][N:45]1[C:53]2[C:52]([NH2:54])=[N:51][C:50]([CH2:55][CH2:56][O:57][CH3:58])=[N:49][C:48]=2[C:47]([C:59]#[C:60][CH2:61][CH2:62][CH2:63]Cl)=[CH:46]1)[C:37]1[CH:42]=[CH:41][CH:40]=[CH:39][CH:38]=1.Cl.[F:66][C@@H:67]1[CH2:71][CH2:70][NH:69][CH2:68]1.